From a dataset of Full USPTO retrosynthesis dataset with 1.9M reactions from patents (1976-2016). Predict the reactants needed to synthesize the given product. (1) Given the product [C:12]([O:11][C:9]([N:22]1[CH2:23][CH2:24][N:19]([CH2:18][CH2:17][OH:16])[CH2:20][CH2:21]1)=[O:10])([CH3:13])([CH3:14])[CH3:15], predict the reactants needed to synthesize it. The reactants are: [C:9](O[C:9]([O:11][C:12]([CH3:15])([CH3:14])[CH3:13])=[O:10])([O:11][C:12]([CH3:15])([CH3:14])[CH3:13])=[O:10].[OH:16][CH2:17][CH2:18][N:19]1[CH2:24][CH2:23][NH:22][CH2:21][CH2:20]1. (2) Given the product [Br:18][C:3]1[CH:4]=[CH:16][C:17]2[C:11]3[C:12](=[CH:7][CH:8]=[CH:9][CH:10]=3)[C:13]([CH2:29][CH3:30])([CH2:5][CH3:6])[C:14]=2[CH:15]=1, predict the reactants needed to synthesize it. The reactants are: C([C:3]1[CH:15]=[CH:14][C:13]2[C:12]3[C:7](=[CH:8][CH:9]=[CH:10][CH:11]=3)[CH2:6][C:5]=2[C:4]=1[CH2:16][CH3:17])C.[Br:18]N1C(=O)CCC1=O.C1(=O)O[CH:29]([CH3:30])CO1. (3) Given the product [Br:1][C:2]1[CH:7]=[CH:6][C:5]([C:11]([F:17])([F:16])[C:12]([F:15])([F:14])[F:13])=[CH:4][CH:3]=1, predict the reactants needed to synthesize it. The reactants are: [Br:1][C:2]1[CH:7]=[CH:6][C:5](I)=[CH:4][CH:3]=1.C[Si](C)(C)[C:11]([F:17])([F:16])[C:12]([F:15])([F:14])[F:13].[F-].[K+]. (4) Given the product [CH2:22]([O:21][C:19](=[O:20])[C:18]1[CH:17]=[CH:16][CH:15]=[C:14]([CH:5]2[C:4]3[C:9](=[C:10]([Cl:12])[CH:11]=[C:2]([Cl:1])[CH:3]=3)[CH2:8][N:7]([CH3:13])[CH2:6]2)[CH:24]=1)[CH3:23], predict the reactants needed to synthesize it. The reactants are: [Cl:1][C:2]1[CH:3]=[C:4]2[C:9](=[C:10]([Cl:12])[CH:11]=1)[CH2:8][N:7]([CH3:13])[CH2:6][CH:5]2[C:14]1[CH:15]=[CH:16][C:17](O)=[C:18]([CH:24]=1)[C:19]([O:21][CH2:22][CH3:23])=[O:20].ClC1C=C(Cl)C=CC=1CN(C)CC(C1C=CC=CC=1NC(=O)C)O.Cl.[N+](C1C=CC(OC(=O)NC2C=CC=C(C3C4C(=C(Cl)C=C(Cl)C=4)CN(C)C3)C=2)=CC=1)([O-])=O. (5) The reactants are: [F:1][C:2]([F:17])([F:16])[S:3]([C:6]1[CH:15]=[CH:14][C:9]2[NH:10][C:11](=O)[NH:12][C:8]=2[CH:7]=1)(=[O:5])=[O:4].O=P(Cl)(Cl)[Cl:20]. Given the product [Cl:20][C:11]1[NH:10][C:9]2[CH:14]=[CH:15][C:6]([S:3]([C:2]([F:17])([F:16])[F:1])(=[O:5])=[O:4])=[CH:7][C:8]=2[N:12]=1, predict the reactants needed to synthesize it. (6) Given the product [F:14][C:11]1[CH:12]=[C:13]2[C:8](=[CH:9][CH:10]=1)[N:7]([CH2:15][C:16]1[C:25]3[C:20](=[CH:21][CH:22]=[CH:23][CH:24]=3)[CH:19]=[CH:18][CH:17]=1)[C:30]1[C:29](=[O:31])[O:3][C:1](=[O:2])[CH2:4][C:5]2=1, predict the reactants needed to synthesize it. The reactants are: [C:1]([CH2:4][C:5]1[C:13]2[C:8](=[CH:9][CH:10]=[C:11]([F:14])[CH:12]=2)[N:7]([CH2:15][C:16]2[C:25]3[C:20](=[CH:21][CH:22]=[CH:23][CH:24]=3)[CH:19]=[CH:18][CH:17]=2)C=1C(O)=O)([OH:3])=[O:2].[C:29](Cl)(=[O:31])[CH3:30]. (7) Given the product [ClH:23].[C:13]([C:16]1[CH:21]=[CH:20][C:19]([O:9][CH:6]2[CH2:7][CH2:8][N:2]([CH3:1])[CH2:3][C:4]3[S:12][CH:11]=[CH:10][C:5]2=3)=[C:18]([Cl:23])[CH:17]=1)(=[O:15])[NH2:14], predict the reactants needed to synthesize it. The reactants are: [CH3:1][N:2]1[CH2:8][CH2:7][CH:6]([OH:9])[C:5]2[CH:10]=[CH:11][S:12][C:4]=2[CH2:3]1.[C:13]([C:16]1[CH:21]=[CH:20][C:19](F)=[C:18]([Cl:23])[CH:17]=1)(=[O:15])[NH2:14]. (8) Given the product [Si:1]([O:8][CH2:9][CH2:10][C:11]1([CH2:14][N:32]2[C:28](=[O:38])[C:29]3[C:30](=[CH:34][CH:35]=[CH:36][CH:37]=3)[C:31]2=[O:33])[CH2:12][CH2:13]1)([C:4]([CH3:5])([CH3:6])[CH3:7])([CH3:2])[CH3:3], predict the reactants needed to synthesize it. The reactants are: [Si:1]([O:8][CH2:9][CH2:10][C:11]1([CH2:14]O)[CH2:13][CH2:12]1)([C:4]([CH3:7])([CH3:6])[CH3:5])([CH3:3])[CH3:2].CCN(CC)CC.CS(Cl)(=O)=O.[C:28]1(=[O:38])[NH:32][C:31](=[O:33])[C:30]2=[CH:34][CH:35]=[CH:36][CH:37]=[C:29]12.[K]. (9) Given the product [CH:1]([O:4][C:5]1[CH:6]=[CH:7][C:8]([NH2:14])=[C:9]([CH:13]=1)[C:10]([OH:12])=[O:11])([CH3:3])[CH3:2], predict the reactants needed to synthesize it. The reactants are: [CH:1]([O:4][C:5]1[CH:6]=[CH:7][C:8]([N+:14]([O-])=O)=[C:9]([CH:13]=1)[C:10]([OH:12])=[O:11])([CH3:3])[CH3:2]. (10) Given the product [NH2:8][CH2:7][CH2:6][CH2:5][CH2:4][C:3]([CH3:25])([C:19]1[CH:20]=[CH:21][CH:22]=[CH:23][CH:24]=1)[CH2:2][OH:1], predict the reactants needed to synthesize it. The reactants are: [OH:1][CH2:2][C:3]([CH3:25])([C:19]1[CH:24]=[CH:23][CH:22]=[CH:21][CH:20]=1)[CH2:4][CH2:5][CH2:6][CH2:7][N:8]1C(=O)C2C(=CC=CC=2)C1=O.NN.O.Cl.